From a dataset of Full USPTO retrosynthesis dataset with 1.9M reactions from patents (1976-2016). Predict the reactants needed to synthesize the given product. (1) Given the product [Cl:27][C:24]1[CH:25]=[CH:26][C:21]([N:20]2[C:10](=[O:12])[C:2]3[C:3](=[N:4][CH:5]=[CH:6][N:1]=3)[C:7]2=[O:9])=[N:22][CH:23]=1, predict the reactants needed to synthesize it. The reactants are: [N:1]1[CH:6]=[CH:5][N:4]=[C:3]([C:7]([OH:9])=O)[C:2]=1[C:10]([OH:12])=O.C(OC(=O)C)(=O)C.[NH2:20][C:21]1[CH:26]=[CH:25][C:24]([Cl:27])=[CH:23][N:22]=1. (2) Given the product [CH2:37]([O:36][C:34](=[O:35])[NH:2][C:3]1[CH:32]=[CH:31][C:6]2[N:7]([C:10]3[CH:15]=[CH:14][C:13]([NH:16][C:17]([NH:19][C:20]4[CH:25]=[CH:24][C:23]([Cl:26])=[C:22]([C:27]([F:29])([F:30])[F:28])[CH:21]=4)=[O:18])=[CH:12][CH:11]=3)[CH:8]=[N:9][C:5]=2[CH:4]=1)[CH3:38], predict the reactants needed to synthesize it. The reactants are: Cl.[NH2:2][C:3]1[CH:32]=[CH:31][C:6]2[N:7]([C:10]3[CH:15]=[CH:14][C:13]([NH:16][C:17]([NH:19][C:20]4[CH:25]=[CH:24][C:23]([Cl:26])=[C:22]([C:27]([F:30])([F:29])[F:28])[CH:21]=4)=[O:18])=[CH:12][CH:11]=3)[CH:8]=[N:9][C:5]=2[CH:4]=1.Cl[C:34]([O:36][CH2:37][CH3:38])=[O:35]. (3) Given the product [CH2:1]([N:8]([CH2:21][C:22]1[CH:39]=[CH:38][C:25]([O:26][C:27]2[CH:28]=[CH:29][C:30]([CH2:33][CH2:34][C:35]([NH:47][CH2:46][CH2:45][C:44]([OH:48])=[O:43])=[O:37])=[CH:31][CH:32]=2)=[CH:24][CH:23]=1)[C:9]1[CH:14]=[CH:13][CH:12]=[C:11]([NH:15][S:16]([CH3:19])(=[O:18])=[O:17])[C:10]=1[CH3:20])[C:2]1[CH:3]=[CH:4][CH:5]=[CH:6][CH:7]=1, predict the reactants needed to synthesize it. The reactants are: [CH2:1]([N:8]([CH2:21][C:22]1[CH:39]=[CH:38][C:25]([O:26][C:27]2[CH:32]=[CH:31][C:30]([CH2:33][CH2:34][C:35]([OH:37])=O)=[CH:29][CH:28]=2)=[CH:24][CH:23]=1)[C:9]1[CH:14]=[CH:13][CH:12]=[C:11]([NH:15][S:16]([CH3:19])(=[O:18])=[O:17])[C:10]=1[CH3:20])[C:2]1[CH:7]=[CH:6][CH:5]=[CH:4][CH:3]=1.Cl.C([O:43][C:44](=[O:48])[CH2:45][CH2:46][NH2:47])C. (4) Given the product [CH3:1][N:2]1[CH:10]=[C:9]2[C:4]([CH:5]=[CH:6][CH:7]=[C:8]2[C@H:11]2[CH2:15][C@H:12]2[CH2:13][OH:14])=[N:3]1, predict the reactants needed to synthesize it. The reactants are: [CH3:1][N:2]1[CH:10]=[C:9]2[C:4]([CH:5]=[CH:6][CH:7]=[C:8]2/[CH:11]=[CH:12]\[CH2:13][OH:14])=[N:3]1.[CH3:15]CCCCC.C([Zn]CC)C.ICI. (5) Given the product [C:1]([NH:24][CH2:25][CH2:26][CH2:27][CH2:28][C@H:29]([NH:37][C:38](=[O:45])/[CH:39]=[CH:40]/[C:41]([O:43][CH3:44])=[O:42])[C:30]([OH:32])=[O:31])(=[O:23])[CH2:2][CH2:3]/[CH:4]=[CH:5]\[CH2:6]/[CH:7]=[CH:8]\[CH2:9]/[CH:10]=[CH:11]\[CH2:12]/[CH:13]=[CH:14]\[CH2:15]/[CH:16]=[CH:17]\[CH2:18]/[CH:19]=[CH:20]\[CH2:21][CH3:22], predict the reactants needed to synthesize it. The reactants are: [C:1]([NH:24][CH2:25][CH2:26][CH2:27][CH2:28][C@H:29]([NH:37][C:38](=[O:45])/[CH:39]=[CH:40]/[C:41]([O:43][CH3:44])=[O:42])[C:30]([O:32]C(C)(C)C)=[O:31])(=[O:23])[CH2:2][CH2:3]/[CH:4]=[CH:5]\[CH2:6]/[CH:7]=[CH:8]\[CH2:9]/[CH:10]=[CH:11]\[CH2:12]/[CH:13]=[CH:14]\[CH2:15]/[CH:16]=[CH:17]\[CH2:18]/[CH:19]=[CH:20]\[CH2:21][CH3:22].Cl.